The task is: Predict the product of the given reaction.. This data is from Forward reaction prediction with 1.9M reactions from USPTO patents (1976-2016). (1) Given the reactants [C:1]12([C:11]3[CH:12]=[C:13]([C:19]4[CH:20]=[C:21]([CH:24]=[CH:25][CH:26]=4)[CH:22]=O)[CH:14]=[C:15]([F:18])[C:16]=3[OH:17])[CH2:10][CH:5]3[CH2:6][CH:7]([CH2:9][CH:3]([CH2:4]3)[CH2:2]1)[CH2:8]2.[S:27]1[CH2:33][C:31](=[O:32])[NH:30][C:28]1=S.[NH:34]1[CH2:38][CH2:37][CH2:36][CH2:35]1, predict the reaction product. The product is: [C:1]12([C:11]3[CH:12]=[C:13]([C:19]4[CH:20]=[C:21]([CH:24]=[CH:25][CH:26]=4)[CH:22]=[C:33]4[S:27][C:28]([N:34]5[CH2:38][CH2:37][CH2:36][CH2:35]5)=[N:30][C:31]4=[O:32])[CH:14]=[C:15]([F:18])[C:16]=3[OH:17])[CH2:8][CH:7]3[CH2:9][CH:3]([CH2:4][CH:5]([CH2:6]3)[CH2:10]1)[CH2:2]2.[S:27]1[CH2:33][C:31](=[O:32])[N:30]=[CH:28]1. (2) The product is: [Br:1][C:2]1[CH:7]=[C:6]([CH3:8])[C:5]([NH:9][C:10](=[O:21])[C:11]2[CH:16]=[CH:15][C:14]([C:23]#[N:24])=[C:13]([N+:18]([O-:20])=[O:19])[CH:12]=2)=[C:4]([CH3:22])[CH:3]=1. Given the reactants [Br:1][C:2]1[CH:7]=[C:6]([CH3:8])[C:5]([NH:9][C:10](=[O:21])[C:11]2[CH:16]=[CH:15][C:14](F)=[C:13]([N+:18]([O-:20])=[O:19])[CH:12]=2)=[C:4]([CH3:22])[CH:3]=1.[C-:23]#[N:24].[Na+].O.C(OCC)(=O)C, predict the reaction product. (3) Given the reactants [F:1][C:2]([F:16])([F:15])[C:3]1[CH:4]=[CH:5][C:6]([N:9]2[CH2:14][CH2:13][NH:12][CH2:11][CH2:10]2)=[N:7][CH:8]=1.Br[C@@H:18]([CH3:22])[C:19]([OH:21])=[O:20], predict the reaction product. The product is: [F:16][C:2]([F:1])([F:15])[C:3]1[CH:4]=[CH:5][C:6]([N:9]2[CH2:10][CH2:11][N:12]([C@H:18]([CH3:22])[C:19]([OH:21])=[O:20])[CH2:13][CH2:14]2)=[N:7][CH:8]=1. (4) Given the reactants [NH2:1][C:2]1[CH:7]=[CH:6][C:5]([Br:8])=[CH:4][C:3]=1[C:9]([C:11]1[CH:16]=[CH:15][CH:14]=[CH:13][CH:12]=1)=O.[CH3:17][C:18]([S:21]([NH2:23])=[O:22])([CH3:20])[CH3:19].O, predict the reaction product. The product is: [NH2:1][C:2]1[CH:7]=[CH:6][C:5]([Br:8])=[CH:4][C:3]=1[C:9]([C:11]1[CH:16]=[CH:15][CH:14]=[CH:13][CH:12]=1)=[N:23][S:21]([C:18]([CH3:20])([CH3:19])[CH3:17])=[O:22]. (5) Given the reactants [CH2:1]([CH:11]([CH2:63][CH2:64][CH2:65][CH2:66][CH2:67][CH2:68]CCCCCC)[CH2:12][N:13]=[C:14]([C:16]1[C:25]2[C:24]([C:26]([OH:28])=[O:27])=[C:23]([Br:29])[C:22]([Br:30])=[C:21]([C:31]([OH:33])=[O:32])[C:20]=2[C:19]([C:34](=[N:36][CH2:37][CH:38]([CH2:51][CH2:52][CH2:53][CH2:54][CH2:55][CH2:56]CCCC)[CH2:39][CH2:40][CH2:41][CH2:42][CH2:43][CH2:44]CCCCCC)[OH:35])=[C:18]([Br:61])[C:17]=1[Br:62])[OH:15])[CH2:2][CH2:3][CH2:4][CH2:5][CH2:6]CCCC.C(C(CCCCCC)CN)CCCCC, predict the reaction product. The product is: [CH2:51]([CH:38]([CH2:39][CH2:40][CH2:41][CH2:42][CH2:43][CH3:44])[CH2:37][N:36]=[C:34]([C:19]1[C:20]2[C:21]([C:31]([OH:33])=[O:32])=[C:22]([Br:30])[C:23]([Br:29])=[C:24]([C:26]([OH:28])=[O:27])[C:25]=2[C:16]([C:14](=[N:13][CH2:12][CH:11]([CH2:1][CH2:2][CH2:3][CH2:4][CH2:5][CH3:6])[CH2:63][CH2:64][CH2:65][CH2:66][CH2:67][CH3:68])[OH:15])=[C:17]([Br:62])[C:18]=1[Br:61])[OH:35])[CH2:52][CH2:53][CH2:54][CH2:55][CH3:56]. (6) Given the reactants [OH-].[K+].C([O:5][C:6]([C:8]1[CH:9]=[N:10][N:11]([CH2:31][CH3:32])[C:12]=1[C:13](=[O:30])[NH:14][C:15]1[CH:20]=[CH:19][N:18]2[CH:21]=[C:22]([C:24]3[CH:29]=[CH:28][CH:27]=[CH:26][CH:25]=3)[N:23]=[C:17]2[CH:16]=1)=[O:7])C, predict the reaction product. The product is: [CH2:31]([N:11]1[C:12]([C:13](=[O:30])[NH:14][C:15]2[CH:20]=[CH:19][N:18]3[CH:21]=[C:22]([C:24]4[CH:29]=[CH:28][CH:27]=[CH:26][CH:25]=4)[N:23]=[C:17]3[CH:16]=2)=[C:8]([C:6]([OH:7])=[O:5])[CH:9]=[N:10]1)[CH3:32].